This data is from Full USPTO retrosynthesis dataset with 1.9M reactions from patents (1976-2016). The task is: Predict the reactants needed to synthesize the given product. (1) Given the product [CH3:1][CH:2]([CH3:22])[CH2:3][CH2:4][NH:5][C:6]([C:8]1[C:9]([C:14]2[CH:19]=[CH:18][CH:17]=[CH:16][C:15]=2[CH2:20][NH:21][C:24]([O:26][CH3:27])=[O:25])=[CH:10][CH:11]=[CH:12][CH:13]=1)=[O:7], predict the reactants needed to synthesize it. The reactants are: [CH3:1][CH:2]([CH3:22])[CH2:3][CH2:4][NH:5][C:6]([C:8]1[C:9]([C:14]2[CH:19]=[CH:18][CH:17]=[CH:16][C:15]=2[CH2:20][NH2:21])=[CH:10][CH:11]=[CH:12][CH:13]=1)=[O:7].Cl[C:24]([O:26][CH3:27])=[O:25]. (2) Given the product [CH3:1][C:2]1([CH3:16])[CH2:10][C:9]2[N:8]([C:20]3[CH:27]=[CH:26][C:23]([C:24]([NH2:25])=[O:40])=[C:22]([NH:28][C@H:29]4[CH2:34][CH2:33][C@H:32]([OH:35])[CH2:31][CH2:30]4)[CH:21]=3)[CH:7]=[C:6]([C:11]([F:14])([F:12])[F:13])[C:5]=2[C:4](=[O:15])[CH2:3]1, predict the reactants needed to synthesize it. The reactants are: [CH3:1][C:2]1([CH3:16])[CH2:10][C:9]2[NH:8][CH:7]=[C:6]([C:11]([F:14])([F:13])[F:12])[C:5]=2[C:4](=[O:15])[CH2:3]1.[H-].[Na+].F[C:20]1[CH:27]=[CH:26][C:23]([C:24]#[N:25])=[C:22]([NH:28][C@H:29]2[CH2:34][CH2:33][C@H:32]([OH:35])[CH2:31][CH2:30]2)[CH:21]=1.CN(C=[O:40])C. (3) The reactants are: C[Si]([N-][Si](C)(C)C)(C)C.[Na+].C1COCC1.[OH:16][C@H:17]([C@H:19]1[CH2:23][NH:22][C:21](=[O:24])[CH2:20]1)[CH3:18].Cl[C:26]1[C:27]2[N:28]([N:42]=[CH:43][CH:44]=2)[CH:29]=[C:30]([C:32]2[CH:37]=[CH:36][C:35]([O:38][CH3:39])=[C:34]([O:40][CH3:41])[CH:33]=2)[N:31]=1. Given the product [CH3:41][O:40][C:34]1[CH:33]=[C:32]([C:30]2[N:31]=[C:26]([O:16][C@@H:17]([C@H:19]3[CH2:23][NH:22][C:21](=[O:24])[CH2:20]3)[CH3:18])[C:27]3[N:28]([N:42]=[CH:43][CH:44]=3)[CH:29]=2)[CH:37]=[CH:36][C:35]=1[O:38][CH3:39], predict the reactants needed to synthesize it.